The task is: Predict the product of the given reaction.. This data is from Forward reaction prediction with 1.9M reactions from USPTO patents (1976-2016). Given the reactants C([O:4][C@H:5]1[CH2:10][CH2:9][C@@:8]([C@H]2CC[C@@]3(C)[C@@H](CCC3=C)[C@@H]2CN)([CH3:11])[C@@H:7]([CH2:25][OH:26])[CH2:6]1)(=O)C.[C:27]([O:31][C:32]([NH:34][C:35]([N:44]1[CH:48]=[CH:47][CH:46]=N1)=[N:36][C:37]([O:39][C:40]([CH3:43])([CH3:42])[CH3:41])=[O:38])=[O:33])([CH3:30])([CH3:29])[CH3:28].C(N([CH2:54][CH3:55])CC)C, predict the reaction product. The product is: [C:27]([O:31][C:32]([NH:34]/[C:35](=[N:36]\[C:37](=[O:38])[O:39][C:40]([CH3:43])([CH3:41])[CH3:42])/[NH:44][CH2:48][C@@H:47]1[C@@H:46]([C@@:8]2([CH3:11])[CH2:9][CH2:10][C@H:5]([OH:4])[CH2:6][C@@H:7]2[CH2:25][OH:26])[CH2:9][CH2:8][C@@:7]2([CH3:25])[C@H:6]1[CH2:5][CH2:10][C:54]2=[CH2:55])=[O:33])([CH3:28])([CH3:29])[CH3:30].